This data is from Cav3 T-type calcium channel HTS with 100,875 compounds. The task is: Binary Classification. Given a drug SMILES string, predict its activity (active/inactive) in a high-throughput screening assay against a specified biological target. (1) The drug is O1c2cc(CN(C(c3ccc(cc3)C)C(=O)NCCCOCC)C(=O)c3nccnc3)ccc2OC1. The result is 0 (inactive). (2) The molecule is Fc1cc(n2c(=O)n(nc2C)Cc2ccc([N+]([O-])=O)cc2)ccc1. The result is 0 (inactive).